This data is from Peptide-MHC class I binding affinity with 185,985 pairs from IEDB/IMGT. The task is: Regression. Given a peptide amino acid sequence and an MHC pseudo amino acid sequence, predict their binding affinity value. This is MHC class I binding data. The peptide sequence is RTMGWTEYQ. The MHC is HLA-A02:19 with pseudo-sequence HLA-A02:19. The binding affinity (normalized) is 0.0847.